Task: Predict the reaction yield, written as a fraction of the theoretical maximum amount of product (1.0 means a 100% yield; for example, 0.34 means a 34% yield).. Dataset: Reaction yield outcomes from USPTO patents with 853,638 reactions (1) The reactants are [OH:1][C:2]1[CH:12]=[CH:11][CH:10]=[C:9]([CH3:13])[C:3]=1[C:4]([O:6]CC)=[O:5].[OH-].[Na+]. The catalyst is CO. The product is [OH:1][C:2]1[CH:12]=[CH:11][CH:10]=[C:9]([CH3:13])[C:3]=1[C:4]([OH:6])=[O:5]. The yield is 0.940. (2) The reactants are [S:1].O.[S:3]([O-:7])([O-:6])(=[O:5])=[O:4].[Zn+2:8].O.[S:10]([O-:14])([O-:13])(=[O:12])=[O:11].[Mn+2:15]. The catalyst is O. The product is [S:1].[S:3]([O-:7])([O-:6])(=[O:5])=[O:4].[Zn+2:8].[S:10]([O-:14])([O-:13])(=[O:12])=[O:11].[Mn+2:15]. The yield is 0.300.